From a dataset of Forward reaction prediction with 1.9M reactions from USPTO patents (1976-2016). Predict the product of the given reaction. (1) Given the reactants [F:1][C:2]1[CH:7]=[CH:6][C:5]([F:8])=[CH:4][C:3]=1/[CH:9]=[CH:10]/[CH2:11]O.[ClH:13], predict the reaction product. The product is: [Cl:13][CH2:11]/[CH:10]=[CH:9]/[C:3]1[CH:4]=[C:5]([F:8])[CH:6]=[CH:7][C:2]=1[F:1]. (2) The product is: [C:23]([O:27][C:28]([N:30]1[CH2:35][CH2:34][N:33]([C:36]2[CH:41]=[CH:40][CH:39]=[C:38]([NH:42][C:2]3[N:22]=[C:5]4[C:6]([C:10]5[CH:15]=[C:14]([C:16]([F:19])([F:18])[F:17])[CH:13]=[CH:12][C:11]=5[O:20][CH3:21])=[CH:7][CH:8]=[CH:9][N:4]4[N:3]=3)[CH:37]=2)[CH2:32][CH2:31]1)=[O:29])([CH3:26])([CH3:24])[CH3:25]. Given the reactants Cl[C:2]1[N:22]=[C:5]2[C:6]([C:10]3[CH:15]=[C:14]([C:16]([F:19])([F:18])[F:17])[CH:13]=[CH:12][C:11]=3[O:20][CH3:21])=[CH:7][CH:8]=[CH:9][N:4]2[N:3]=1.[C:23]([O:27][C:28]([N:30]1[CH2:35][CH2:34][N:33]([C:36]2[CH:41]=[CH:40][CH:39]=[C:38]([NH2:42])[CH:37]=2)[CH2:32][CH2:31]1)=[O:29])([CH3:26])([CH3:25])[CH3:24], predict the reaction product. (3) Given the reactants CS(O[CH2:6][CH2:7][CH2:8][C:9]1[N:10]([CH3:24])[C:11]2[C:16]([CH:17]=1)=[C:15]([O:18][CH3:19])[C:14]([O:20][CH3:21])=[C:13]([O:22][CH3:23])[CH:12]=2)(=O)=O.[NH:25]1[CH2:31][CH2:30][CH2:29][NH:28][CH2:27][CH2:26]1, predict the reaction product. The product is: [CH3:24][N:10]1[C:11]2[C:16](=[C:15]([O:18][CH3:19])[C:14]([O:20][CH3:21])=[C:13]([O:22][CH3:23])[CH:12]=2)[CH:17]=[C:9]1[CH2:8][CH2:7][CH2:6][N:25]1[CH2:31][CH2:30][CH2:29][N:28]([CH2:6][CH2:7][CH2:8][C:9]2[N:10]([CH3:24])[C:11]3[C:16]([CH:17]=2)=[C:15]([O:18][CH3:19])[C:14]([O:20][CH3:21])=[C:13]([O:22][CH3:23])[CH:12]=3)[CH2:27][CH2:26]1. (4) Given the reactants [NH:1]1[CH2:5][CH2:4][CH2:3][CH:2]1[CH2:6][OH:7].Br[CH2:9][C:10]#[N:11].CCN(CC)CC, predict the reaction product. The product is: [OH:7][CH2:6][CH:2]1[CH2:3][CH2:4][CH2:5][N:1]1[CH2:9][C:10]#[N:11]. (5) Given the reactants [CH3:1][C:2]1[C:11]2[C:6](=[CH:7][CH:8]=[C:9]([O:12][C:13]([F:16])([F:15])[F:14])[CH:10]=2)[NH:5][C:4](=O)[CH:3]=1.P(Cl)(Cl)([Cl:20])=O, predict the reaction product. The product is: [Cl:20][C:4]1[CH:3]=[C:2]([CH3:1])[C:11]2[C:6](=[CH:7][CH:8]=[C:9]([O:12][C:13]([F:16])([F:15])[F:14])[CH:10]=2)[N:5]=1. (6) Given the reactants Br[C:2]1[CH:3]=[C:4]2[C:10]([C:11]3[CH:16]=[CH:15][CH:14]=[CH:13][CH:12]=3)=[N:9][N:8](C3CCCCO3)[C:5]2=[CH:6][N:7]=1.[NH:23]1[CH:27]=[N:26][CH:25]=[N:24]1, predict the reaction product. The product is: [C:11]1([C:10]2[C:4]3[C:5](=[CH:6][N:7]=[C:2]([N:23]4[CH:27]=[N:26][CH:25]=[N:24]4)[CH:3]=3)[NH:8][N:9]=2)[CH:12]=[CH:13][CH:14]=[CH:15][CH:16]=1. (7) Given the reactants [CH:1]([P:3](=[O:6])([OH:5])[OH:4])=[CH2:2].[C:7]([OH:12])(=[O:11])[C:8]([CH3:10])=[CH2:9].CC(N=NC(C#N)(C)C)(C#N)C, predict the reaction product. The product is: [CH:1]([P:3](=[O:4])([OH:6])[OH:5])=[CH2:2].[C:7]([OH:12])(=[O:11])[C:8]([CH3:10])=[CH2:9]. (8) Given the reactants C([O:4][CH2:5][C:6]1[C:11]([C:12]2[CH:17]=[C:16]([NH:18][C:19]3[CH:24]=[CH:23][C:22]([C:25](=[O:29])[N:26]([CH3:28])[CH3:27])=[CH:21][N:20]=3)[C:15](=[O:30])[N:14]([CH3:31])[N:13]=2)=[CH:10][CH:9]=[CH:8][C:7]=1[N:32]1[N:41]=[CH:40][C:39]2[C:34](=[C:35]([F:46])[CH:36]=[C:37]([C:42]([CH3:45])([CH3:44])[CH3:43])[CH:38]=2)[C:33]1=[O:47])(=O)C.[Li+].[OH-], predict the reaction product. The product is: [C:42]([C:37]1[CH:38]=[C:39]2[C:34](=[C:35]([F:46])[CH:36]=1)[C:33](=[O:47])[N:32]([C:7]1[C:6]([CH2:5][OH:4])=[C:11]([C:12]3[CH:17]=[C:16]([NH:18][C:19]4[CH:24]=[CH:23][C:22]([C:25]([N:26]([CH3:28])[CH3:27])=[O:29])=[CH:21][N:20]=4)[C:15](=[O:30])[N:14]([CH3:31])[N:13]=3)[CH:10]=[CH:9][CH:8]=1)[N:41]=[CH:40]2)([CH3:45])([CH3:43])[CH3:44].